This data is from Catalyst prediction with 721,799 reactions and 888 catalyst types from USPTO. The task is: Predict which catalyst facilitates the given reaction. (1) Reactant: [CH3:1][C:2]1[C:3]([N:18]2[CH:22]=[N:21][C:20]([CH3:23])=[N:19]2)=[N:4][C:5]2[N:6]([N:8]=[CH:9][C:10]=2[C:11]([O:13]C(C)(C)C)=[O:12])[CH:7]=1.CS(O)(=O)=O.[OH-].[Na+]. Product: [CH3:1][C:2]1[C:3]([N:18]2[CH:22]=[N:21][C:20]([CH3:23])=[N:19]2)=[N:4][C:5]2[N:6]([N:8]=[CH:9][C:10]=2[C:11]([OH:13])=[O:12])[CH:7]=1. The catalyst class is: 10. (2) Reactant: [CH3:1][S:2]([NH:5][CH2:6][C:7]1[C:15]2[S:14](=[O:17])(=[O:16])[N:13]=[C:12]([CH2:18][C:19]([OH:21])=O)[NH:11][C:10]=2[S:9][CH:8]=1)(=[O:4])=[O:3].F[P-](F)(F)(F)(F)F.N1([O:38][C:39](N(C)C)=[N+](C)C)C2N=CC=CC=2N=N1.CN1CCOCC1.C(OC(=O)[C:57]([CH2:64][NH:65][CH:66]1[CH2:70][CH2:69][CH2:68][CH2:67]1)([CH3:63])[CH2:58][CH2:59][CH:60]([CH3:62])[CH3:61])C.[O-]CC.[Na+].C(O)C. Product: [CH:66]1([N:65]2[CH2:64][C:57]([CH3:63])([CH2:58][CH2:59][CH:60]([CH3:61])[CH3:62])[C:19]([OH:21])=[C:18]([C:12]3[NH:11][C:10]4[S:9][CH:8]=[C:7]([CH2:6][NH:5][S:2]([CH3:1])(=[O:3])=[O:4])[C:15]=4[S:14](=[O:16])(=[O:17])[N:13]=3)[C:39]2=[O:38])[CH2:67][CH2:68][CH2:69][CH2:70]1. The catalyst class is: 9.